Dataset: Forward reaction prediction with 1.9M reactions from USPTO patents (1976-2016). Task: Predict the product of the given reaction. (1) Given the reactants [Cl:1][C:2]1[C:7]([Cl:8])=[C:6]([C:9]2[S:13][C:12]([C:14]([NH:16][NH2:17])=[O:15])=[N:11][C:10]=2[CH2:18][N:19]2[CH2:24][CH2:23][CH2:22][C:21]([F:26])([F:25])[CH2:20]2)[CH:5]=[CH:4][C:3]=1[S:27]([NH:30][C@@H:31]([CH2:36][CH3:37])[C:32]([F:35])([F:34])[F:33])(=[O:29])=[O:28].[OH:38][C:39]([CH3:44])([CH3:43])[C:40](O)=[O:41].CN(C(ON1N=NC2C=CC=NC1=2)=[N+](C)C)C.F[P-](F)(F)(F)(F)F.O, predict the reaction product. The product is: [Cl:1][C:2]1[C:7]([Cl:8])=[C:6]([C:9]2[S:13][C:12]([C:14]([NH:16][NH:17][C:40](=[O:41])[C:39]([OH:38])([CH3:44])[CH3:43])=[O:15])=[N:11][C:10]=2[CH2:18][N:19]2[CH2:24][CH2:23][CH2:22][C:21]([F:25])([F:26])[CH2:20]2)[CH:5]=[CH:4][C:3]=1[S:27]([NH:30][C@@H:31]([CH2:36][CH3:37])[C:32]([F:34])([F:33])[F:35])(=[O:28])=[O:29]. (2) Given the reactants Br[C:2]1[C:18]([F:19])=[CH:17][C:5]2[O:6][CH2:7][CH2:8][C:9]3[S:13][C:12]([C:14]([NH2:16])=[O:15])=[N:11][C:10]=3[C:4]=2[CH:3]=1.[F:20][CH2:21][C:22]([CH2:26][F:27])([OH:25])[C:23]#[CH:24], predict the reaction product. The product is: [F:19][C:18]1[C:2]([C:24]#[C:23][C:22]([CH2:26][F:27])([OH:25])[CH2:21][F:20])=[CH:3][C:4]2[C:10]3[N:11]=[C:12]([C:14]([NH2:16])=[O:15])[S:13][C:9]=3[CH2:8][CH2:7][O:6][C:5]=2[CH:17]=1. (3) Given the reactants [CH3:1][O:2][CH:3]([O:9][CH3:10])[CH2:4][C:5](OC)=[O:6].O.[NH2:12][NH2:13], predict the reaction product. The product is: [CH3:1][O:2][CH:3]([O:9][CH3:10])[CH2:4][C:5]([NH:12][NH2:13])=[O:6]. (4) Given the reactants [Cl:1][C:2]1[CH:28]=[C:27]([Cl:29])[CH:26]=[CH:25][C:3]=1[CH2:4][N:5]1[C:9]([CH2:10][CH2:11][C:12]([O:14]CC)=[O:13])=[CH:8][C:7]([O:17][CH2:18][C:19]2[CH:24]=[CH:23][CH:22]=[CH:21][N:20]=2)=[N:6]1.[OH-].[Na+].O1CCCC1, predict the reaction product. The product is: [Cl:1][C:2]1[CH:28]=[C:27]([Cl:29])[CH:26]=[CH:25][C:3]=1[CH2:4][N:5]1[C:9]([CH2:10][CH2:11][C:12]([OH:14])=[O:13])=[CH:8][C:7]([O:17][CH2:18][C:19]2[CH:24]=[CH:23][CH:22]=[CH:21][N:20]=2)=[N:6]1.